This data is from Full USPTO retrosynthesis dataset with 1.9M reactions from patents (1976-2016). The task is: Predict the reactants needed to synthesize the given product. (1) The reactants are: [NH2:1][C:2]1[CH:3]=[CH:4][C:5]([S:24]([CH:27]([CH3:29])[CH3:28])(=[O:26])=[O:25])=[C:6]([CH:8]2[CH:12]([C:13]([O:15][CH3:16])=[O:14])[CH2:11][CH2:10][N:9]2C(OC(C)(C)C)=O)[CH:7]=1.[ClH:30]. Given the product [ClH:30].[NH2:1][C:2]1[CH:3]=[CH:4][C:5]([S:24]([CH:27]([CH3:29])[CH3:28])(=[O:26])=[O:25])=[C:6]([CH:8]2[CH:12]([C:13]([O:15][CH3:16])=[O:14])[CH2:11][CH2:10][NH:9]2)[CH:7]=1, predict the reactants needed to synthesize it. (2) Given the product [CH:42]([S:58]([C:5]1[CH:10]=[CH:9][C:8]([N:11]2[C:16](=[O:17])[C:15]([CH2:18][C:19]3[CH:24]=[CH:23][C:22]([C:25]4[CH:30]=[CH:29][CH:28]=[CH:27][C:26]=4[C:31]4[NH:35][C:34](=[O:36])[O:33][N:32]=4)=[CH:21][CH:20]=3)=[C:14]([CH2:37][CH2:38][CH3:39])[N:13]=[C:12]2[CH3:40])=[CH:7][CH:6]=1)(=[O:62])=[O:60])([CH3:43])[CH3:47], predict the reactants needed to synthesize it. The reactants are: C(S[C:5]1[CH:10]=[CH:9][C:8]([N:11]2[C:16](=[O:17])[C:15]([CH2:18][C:19]3[CH:24]=[CH:23][C:22]([C:25]4[CH:30]=[CH:29][CH:28]=[CH:27][C:26]=4[C:31]4[NH:35][C:34](=[O:36])[O:33][N:32]=4)=[CH:21][CH:20]=3)=[C:14]([CH2:37][CH2:38][CH3:39])[N:13]=[C:12]2[CH3:40])=[CH:7][CH:6]=1)(C)C.Cl[C:42]1[CH:43]=C(C(OO)=O)C=C[CH:47]=1.C(OCC)(=O)C.[S:58]([O-:62])([O-])(=[O:60])=S.[Na+].[Na+].